This data is from Forward reaction prediction with 1.9M reactions from USPTO patents (1976-2016). The task is: Predict the product of the given reaction. (1) Given the reactants C([O:8][N:9]([CH:21]=[O:22])[CH2:10][C@@H:11]([CH2:15][CH:16]1[CH2:20][CH2:19][CH2:18][CH2:17]1)[C:12]([OH:14])=O)C1C=CC=CC=1.Cl.C(OC(=O)[N:33]([CH:43]1[CH2:48][CH2:47][N:46]([C:49](=[O:56])[C@@H:50]([NH2:55])[C:51]([CH3:54])([CH3:53])[CH3:52])[CH2:45][CH2:44]1)[CH2:34][C:35]1[CH:40]=[CH:39][C:38]([C:41]#[N:42])=[CH:37][CH:36]=1)C1C=CC=CC=1, predict the reaction product. The product is: [C:41]([C:38]1[CH:37]=[CH:36][C:35]([CH2:34][NH:33][CH:43]2[CH2:48][CH2:47][N:46]([C:49]([C@@H:50]([NH:55][C:12](=[O:14])[C@H:11]([CH2:15][CH:16]3[CH2:17][CH2:18][CH2:19][CH2:20]3)[CH2:10][N:9]([CH:21]=[O:22])[OH:8])[C:51]([CH3:54])([CH3:52])[CH3:53])=[O:56])[CH2:45][CH2:44]2)=[CH:40][CH:39]=1)#[N:42]. (2) Given the reactants [F:1][C:2]1[CH:3]=[C:4]([CH:22]=[CH:23][C:24]=1[F:25])[CH2:5][NH:6][C:7]([C:9]1[CH:14]=[C:13]([CH3:15])[N:12]2[N:16]=[C:17]([N+:19]([O-])=O)[CH:18]=[C:11]2[N:10]=1)=[O:8].[Sn](Cl)Cl, predict the reaction product. The product is: [F:1][C:2]1[CH:3]=[C:4]([CH:22]=[CH:23][C:24]=1[F:25])[CH2:5][NH:6][C:7]([C:9]1[CH:14]=[C:13]([CH3:15])[N:12]2[N:16]=[C:17]([NH2:19])[CH:18]=[C:11]2[N:10]=1)=[O:8]. (3) Given the reactants [NH2:1][N:2]1[CH:6]=[C:5]([Cl:7])[CH:4]=[C:3]1[C:8]([NH2:10])=[O:9].N1C=CC=CC=1.Cl[C:18](=[O:24])[C:19]([O:21][CH2:22][CH3:23])=[O:20], predict the reaction product. The product is: [C:8]([C:3]1[N:2]([NH:1][C:18](=[O:24])[C:19]([O:21][CH2:22][CH3:23])=[O:20])[CH:6]=[C:5]([Cl:7])[CH:4]=1)(=[O:9])[NH2:10].